Task: Predict the reaction yield, written as a fraction of the theoretical maximum amount of product (1.0 means a 100% yield; for example, 0.34 means a 34% yield).. Dataset: Reaction yield outcomes from USPTO patents with 853,638 reactions (1) The reactants are Cl[C:2]1[N:7]=[C:6]([CH2:8][CH2:9][C:10]2[CH:15]=[CH:14][CH:13]=[CH:12][C:11]=2[CH:16]([CH3:20])[C:17]([NH2:19])=[O:18])[C:5]([Cl:21])=[CH:4][N:3]=1.[NH2:22][C:23]1[CH:28]=[CH:27][N:26]=[N:25][CH:24]=1.CC1(C)C2C(=C(P(C3C=CC=CC=3)C3C=CC=CC=3)C=CC=2)OC2C(P(C3C=CC=CC=3)C3C=CC=CC=3)=CC=CC1=2.C([O-])([O-])=O.[Cs+].[Cs+]. The catalyst is O1CCOCC1.C([O-])(=O)C.[Pd+2].C([O-])(=O)C. The product is [Cl:21][C:5]1[C:6]([CH2:8][CH2:9][C:10]2[CH:15]=[CH:14][CH:13]=[CH:12][C:11]=2[CH:16]([CH3:20])[C:17]([NH2:19])=[O:18])=[N:7][C:2]([NH:22][C:23]2[CH:28]=[CH:27][N:26]=[N:25][CH:24]=2)=[N:3][CH:4]=1. The yield is 0.210. (2) The reactants are [ClH:1].C(O[C:5](=[NH:14])[C:6]1[CH:11]=[CH:10][C:9]([Br:12])=[CH:8][C:7]=1[F:13])C.[NH3:15]. No catalyst specified. The product is [ClH:1].[Br:12][C:9]1[CH:10]=[CH:11][C:6]([C:5]([NH2:14])=[NH:15])=[C:7]([F:13])[CH:8]=1. The yield is 1.00. (3) The reactants are [Li]CCCC.[CH2:6]([C:8]1[O:9][CH:10]=[CH:11][CH:12]=1)[CH3:7].[CH2:13]1[O:15][CH2:14]1.[NH4+].[Cl-]. No catalyst specified. The product is [CH2:6]([C:8]1[O:9][C:10]([CH2:13][CH2:14][OH:15])=[CH:11][CH:12]=1)[CH3:7]. The yield is 0.802. (4) The reactants are [C:1]([C:4]1[CH:9]=[CH:8][CH:7]=[C:6]([F:10])[C:5]=1[NH:11][C:12](=O)[C:13]([O:15][CH2:16][CH3:17])=[O:14])(=[O:3])[NH2:2].CC(C)([O-])C.[K+].[Na+].[Cl-].CC(O)=O. The catalyst is CCO. The product is [F:10][C:6]1[CH:7]=[CH:8][CH:9]=[C:4]2[C:5]=1[N:11]=[C:12]([C:13]([O:15][CH2:16][CH3:17])=[O:14])[N:2]=[C:1]2[OH:3]. The yield is 0.930. (5) The reactants are CC1(C)C(C)(C)OB([C:9]2[CH:10]=[C:11]([CH:20]=[CH:21][CH:22]=2)[O:12][CH2:13][C:14]2[CH:19]=[CH:18][N:17]=[CH:16][CH:15]=2)O1.C(OC([N:31]([C:48]1[CH:53]=[CH:52][N:51]=[C:50](Cl)[N:49]=1)[C:32]1[CH:33]=[C:34]2[C:38](=[CH:39][CH:40]=1)[N:37](C(OC(C)(C)C)=O)[N:36]=[CH:35]2)=O)(C)(C)C.C([O-])([O-])=O.[Na+].[Na+].CC(OC(OC(OC(C)(C)C)=O)=O)(C)C. The catalyst is CCO.O.Cl[Pd](Cl)([P](C1C=CC=CC=1)(C1C=CC=CC=1)C1C=CC=CC=1)[P](C1C=CC=CC=1)(C1C=CC=CC=1)C1C=CC=CC=1. The product is [N:17]1[CH:16]=[CH:15][C:14]([CH2:13][O:12][C:11]2[CH:10]=[C:9]([C:50]3[N:49]=[C:48]([NH:31][C:32]4[CH:33]=[C:34]5[C:38](=[CH:39][CH:40]=4)[NH:37][N:36]=[CH:35]5)[CH:53]=[CH:52][N:51]=3)[CH:22]=[CH:21][CH:20]=2)=[CH:19][CH:18]=1. The yield is 0.230. (6) The reactants are Cl[C:2]([O:4][CH2:5][CH2:6][O:7][CH3:8])=[O:3].[CH:9]1[C:15]([NH2:16])=[N:14][C:12](=[O:13])[N:11]([C@@H:17]2[O:21][C@H:20]([CH2:22][OH:23])[C@@H:19]([OH:24])[C:18]2([F:26])[F:25])[CH:10]=1.Cl. No catalyst specified. The product is [F:26][C:18]1([F:25])[C@H:19]([OH:24])[C@@H:20]([CH2:22][OH:23])[O:21][C@H:17]1[N:11]1[CH:10]=[CH:9][C:15]([NH:16][C:2]([O:4][CH2:5][CH2:6][O:7][CH3:8])=[O:3])=[N:14][C:12]1=[O:13]. The yield is 0.600.